This data is from Forward reaction prediction with 1.9M reactions from USPTO patents (1976-2016). The task is: Predict the product of the given reaction. Given the reactants OC(C(F)(F)F)=O.[NH:8]1[CH2:11][CH:10]([NH:12][C:13](=[O:32])[CH2:14][NH:15][C:16]2[C:24]3[C:19](=[CH:20][CH:21]=[C:22]([CH:25]([OH:30])[C:26]([F:29])([F:28])[F:27])[CH:23]=3)[N:18]([CH3:31])[N:17]=2)[CH2:9]1.[OH:33][C:34]1([C:41]2[CH:42]=[N:43][C:44]([CH3:47])=[CH:45][CH:46]=2)[CH2:39][CH2:38][C:37](=O)[CH2:36][CH2:35]1, predict the reaction product. The product is: [OH:33][C:34]1([C:41]2[CH:42]=[N:43][C:44]([CH3:47])=[CH:45][CH:46]=2)[CH2:35][CH2:36][CH:37]([N:8]2[CH2:11][CH:10]([NH:12][C:13](=[O:32])[CH2:14][NH:15][C:16]3[C:24]4[C:19](=[CH:20][CH:21]=[C:22]([CH:25]([OH:30])[C:26]([F:29])([F:28])[F:27])[CH:23]=4)[N:18]([CH3:31])[N:17]=3)[CH2:9]2)[CH2:38][CH2:39]1.